From a dataset of Catalyst prediction with 721,799 reactions and 888 catalyst types from USPTO. Predict which catalyst facilitates the given reaction. Reactant: [CH3:1][O:2][C:3]1[CH:12]=[C:11]2[C:6]([N:7]=[CH:8][C:9](=[O:29])[N:10]2[CH2:13][CH2:14][N:15]2[CH2:20][CH2:19][CH:18]([NH:21]C(=O)OC(C)(C)C)[CH2:17][CH2:16]2)=[CH:5][CH:4]=1.FC(F)(F)C(O)=O.NC1CCN(CCN2C3C(=CC=C(F)C=3)N=CC2=O)CC1. Product: [NH2:21][CH:18]1[CH2:17][CH2:16][N:15]([CH2:14][CH2:13][N:10]2[C:11]3[C:6](=[CH:5][CH:4]=[C:3]([O:2][CH3:1])[CH:12]=3)[N:7]=[CH:8][C:9]2=[O:29])[CH2:20][CH2:19]1. The catalyst class is: 4.